Dataset: Forward reaction prediction with 1.9M reactions from USPTO patents (1976-2016). Task: Predict the product of the given reaction. (1) The product is: [CH2:1]([N:8]1[C:12](=[O:13])[C:11](=[C:14]2[N:18]([CH3:19])[C:17]3[CH:20]=[C:21]([O:24][CH2:38][CH2:39][NH:48][CH3:47])[CH:22]=[CH:23][C:16]=3[S:15]2)[S:10][C:9]1=[N:25][C:26]1[CH:27]=[C:28]([CH:31]=[CH:32][C:33]=1[NH:34][CH2:35][CH3:36])[C:29]#[N:30])[C:2]1[CH:7]=[CH:6][CH:5]=[CH:4][CH:3]=1. Given the reactants [CH2:1]([N:8]1[C:12](=[O:13])[C:11](=[C:14]2[N:18]([CH3:19])[C:17]3[CH:20]=[C:21]([OH:24])[CH:22]=[CH:23][C:16]=3[S:15]2)[S:10][C:9]1=[N:25][C:26]1[CH:27]=[C:28]([CH:31]=[CH:32][C:33]=1[NH:34][CH2:35][CH3:36])[C:29]#[N:30])[C:2]1[CH:7]=[CH:6][CH:5]=[CH:4][CH:3]=1.Br[CH2:38][CH2:39]Br.C([O-])([O-])=O.[K+].[K+].[CH3:47][N:48](C=O)C, predict the reaction product. (2) Given the reactants [CH2:1]([NH2:3])[CH3:2].[Cl:4][C:5]1[CH:24]=[CH:23][C:22]([CH2:25][CH2:26][C@H:27]([OH:34])[CH2:28]OS(C)(=O)=O)=[CH:21][C:6]=1[C:7]([NH:9][CH2:10][C:11]12[CH2:20][CH:15]3[CH2:16][CH:17]([CH2:19][CH:13]([CH2:14]3)[CH2:12]1)[CH2:18]2)=[O:8], predict the reaction product. The product is: [ClH:4].[Cl:4][C:5]1[CH:24]=[CH:23][C:22]([CH2:25][CH2:26][C@H:27]([OH:34])[CH2:28][NH:3][CH2:1][CH3:2])=[CH:21][C:6]=1[C:7]([NH:9][CH2:10][C:11]12[CH2:20][CH:15]3[CH2:16][CH:17]([CH2:19][CH:13]([CH2:14]3)[CH2:12]1)[CH2:18]2)=[O:8]. (3) The product is: [OH:20][C:19]1[C:14]2[CH2:13][CH:12]=[CH:11][C:8]3[C:7](=[CH:6][C:5]4[CH:4]=[CH:3][N:2]([CH3:1])[C:10]=4[CH:9]=3)[C:15]=2[N:16]([CH3:17])[C:23](=[O:24])[C:18]=1[C:27]([O:29][CH3:30])=[O:28]. Given the reactants [CH3:1][N:2]1[C:10]2[C:5](=[CH:6][C:7]3[C:15](=[N:16][CH3:17])[CH2:14][CH2:13][CH:12]=[CH:11][C:8]=3[CH:9]=2)[CH:4]=[CH:3]1.[CH:18]([C:27]([O:29][CH3:30])=[O:28])([C:23](OC)=[O:24])[C:19](OC)=[O:20], predict the reaction product. (4) The product is: [O:8]=[C:3]1[CH2:4][CH2:5][C:6](=[O:7])[N:2]1[O:22][C:20](=[O:21])[CH2:23][N:24]1[C:33]2[C:28](=[CH:29][CH:30]=[CH:31][CH:32]=2)[CH2:27][CH:26]([NH:34][C:35]([C:37]2[NH:38][C:39]3[C:44]([CH:45]=2)=[CH:43][C:42]([CH3:9])=[CH:41][CH:40]=3)=[O:36])[C:25]1=[O:47]. Given the reactants O[N:2]1[C:6](=[O:7])[CH2:5][CH2:4][C:3]1=[O:8].[CH3:9]CN=C=NCCCN(C)C.[C:20]([CH2:23][N:24]1[C:33]2[C:28](=[CH:29][CH:30]=[CH:31][CH:32]=2)[CH2:27][CH:26]([NH:34][C:35]([C:37]2[NH:38][C:39]3[C:44]([CH:45]=2)=[CH:43][C:42](Cl)=[CH:41][CH:40]=3)=[O:36])[C:25]1=[O:47])([OH:22])=[O:21], predict the reaction product. (5) Given the reactants [Cl:1][C:2]1[CH:23]=[CH:22][C:5]([C:6]([C:8]2[N:12]([CH3:13])[CH:11]=[C:10]([C:14]([C:16]3[CH:21]=[CH:20][N:19]=[CH:18][CH:17]=3)=[O:15])[CH:9]=2)=[O:7])=[CH:4][CH:3]=1.[O:24](C)[S:25]([C:28]([F:31])([F:30])[F:29])(=[O:27])=[O:26], predict the reaction product. The product is: [OH2:7].[F:29][C:28]([F:31])([F:30])[S:25]([O-:27])(=[O:26])=[O:24].[Cl:1][C:2]1[CH:3]=[CH:4][C:5]([C:6]([C:8]2[N:12]([CH3:13])[CH:11]=[C:10]([C:14]([C:16]3[CH:21]=[CH:20][N+:19]([CH3:28])=[CH:18][CH:17]=3)=[O:15])[CH:9]=2)=[O:7])=[CH:22][CH:23]=1.